Dataset: Peptide-MHC class I binding affinity with 185,985 pairs from IEDB/IMGT. Task: Regression. Given a peptide amino acid sequence and an MHC pseudo amino acid sequence, predict their binding affinity value. This is MHC class I binding data. (1) The peptide sequence is VLPHLCLDYK. The MHC is HLA-B54:01 with pseudo-sequence HLA-B54:01. The binding affinity (normalized) is 0. (2) The peptide sequence is TYGPVFMCL. The MHC is HLA-B54:01 with pseudo-sequence HLA-B54:01. The binding affinity (normalized) is 0. (3) The peptide sequence is RPRPRTPEW. The binding affinity (normalized) is 0.213. The MHC is HLA-A02:01 with pseudo-sequence HLA-A02:01. (4) The peptide sequence is RSLFNTVATL. The MHC is HLA-A02:01 with pseudo-sequence HLA-A02:01. The binding affinity (normalized) is 0.494.